This data is from Catalyst prediction with 721,799 reactions and 888 catalyst types from USPTO. The task is: Predict which catalyst facilitates the given reaction. (1) Reactant: [Cl:1][C:2]1[N:7]=[C:6]([C:8](Cl)=[O:9])[CH:5]=[C:4]([Cl:11])[N:3]=1.Cl.[C:13]([O:21][CH2:22][C@H:23]([NH2:25])[CH3:24])(=[O:20])[C:14]1[CH:19]=[CH:18][CH:17]=[CH:16][CH:15]=1.CCOC(C)=O. Product: [C:13]([O:21][CH2:22][C@H:23]([NH:25][C:8]([C:6]1[CH:5]=[C:4]([Cl:11])[N:3]=[C:2]([Cl:1])[N:7]=1)=[O:9])[CH3:24])(=[O:20])[C:14]1[CH:19]=[CH:18][CH:17]=[CH:16][CH:15]=1. The catalyst class is: 2. (2) Reactant: [BH4-].[Na+].[CH3:3][O:4][C:5]1[CH:14]=[CH:13][C:12]([O:15][CH3:16])=[C:11]2[C:6]=1[CH2:7][CH2:8][N:9](C(=O)C(F)(F)F)[CH:10]2[C:17]1[CH:22]=[CH:21][CH:20]=[CH:19][CH:18]=1.CCO. Product: [CH3:3][O:4][C:5]1[CH:14]=[CH:13][C:12]([O:15][CH3:16])=[C:11]2[C:6]=1[CH2:7][CH2:8][NH:9][CH:10]2[C:17]1[CH:22]=[CH:21][CH:20]=[CH:19][CH:18]=1. The catalyst class is: 1.